Regression. Given a peptide amino acid sequence and an MHC pseudo amino acid sequence, predict their binding affinity value. This is MHC class II binding data. From a dataset of Peptide-MHC class II binding affinity with 134,281 pairs from IEDB. The peptide sequence is VYYLTRDPTTPLARAAWETA. The MHC is DRB1_1501 with pseudo-sequence DRB1_1501. The binding affinity (normalized) is 0.397.